This data is from Forward reaction prediction with 1.9M reactions from USPTO patents (1976-2016). The task is: Predict the product of the given reaction. (1) The product is: [N:1]1[C:14]2[C:5](=[C:6]3[C:11](=[CH:12][CH:13]=2)[CH2:10][CH2:9][C@H:8]([CH2:15][O:16][S:23]([C:20]2[CH:21]=[CH:22][C:17]([CH3:27])=[CH:18][CH:19]=2)(=[O:25])=[O:24])[O:7]3)[CH:4]=[CH:3][CH:2]=1. Given the reactants [N:1]1[C:14]2[C:5](=[C:6]3[C:11](=[CH:12][CH:13]=2)[CH2:10][CH2:9][C@H:8]([CH2:15][OH:16])[O:7]3)[CH:4]=[CH:3][CH:2]=1.[C:17]1([CH3:27])[CH:22]=[CH:21][C:20]([S:23](Cl)(=[O:25])=[O:24])=[CH:19][CH:18]=1, predict the reaction product. (2) Given the reactants [C:1]1([S:7]([CH2:10][C:11]2[C:16]([C:17]([O:19][CH2:20][CH3:21])=[O:18])=[C:15]([O:22][CH3:23])[C:14](Br)=[CH:13][CH:12]=2)(=[O:9])=[O:8])[CH:6]=[CH:5][CH:4]=[CH:3][CH:2]=1.[CH2:25](Cl)Cl.C(=O)([O-])[O-].[Cs+].[Cs+], predict the reaction product. The product is: [C:1]1([S:7]([CH2:10][C:11]2[C:16]([C:17]([O:19][CH2:20][CH3:21])=[O:18])=[C:15]([O:22][CH3:23])[C:14]([CH3:25])=[CH:13][CH:12]=2)(=[O:9])=[O:8])[CH:6]=[CH:5][CH:4]=[CH:3][CH:2]=1.